Dataset: Full USPTO retrosynthesis dataset with 1.9M reactions from patents (1976-2016). Task: Predict the reactants needed to synthesize the given product. Given the product [CH:27]([NH:28][C:3]([C:5]1[N:6]([CH3:22])[N:7]=[C:8]([O:10][CH2:11][C:12]2[C:13]([CH2:18][CH2:19][CH2:20][CH3:21])=[N:14][O:15][C:16]=2[CH3:17])[CH:9]=1)=[O:4])([CH3:31])[CH3:25], predict the reactants needed to synthesize it. The reactants are: CO[C:3]([C:5]1[N:6]([CH3:22])[N:7]=[C:8]([O:10][CH2:11][C:12]2[C:13]([CH2:18][CH2:19][CH2:20][CH3:21])=[N:14][O:15][C:16]=2[CH3:17])[CH:9]=1)=[O:4].CO[C:25]([C:27]1[NH:28]N=C(OC[C:31]2[C:27]([C:25]3C=CC=CC=3)=[N:28]OC=2C)[CH:31]=1)=O.C(N)(C)C.